From a dataset of Catalyst prediction with 721,799 reactions and 888 catalyst types from USPTO. Predict which catalyst facilitates the given reaction. (1) Product: [Cl:7][C:8]1[CH:13]=[CH:12][C:11]([C:14]2[O:15][C:16]3[CH:26]=[C:25]([N:27]([C:32]4[CH:37]=[CH:36][C:35]([B:38]([OH:39])[OH:42])=[C:34]([F:47])[CH:33]=4)[S:28]([CH3:31])(=[O:30])=[O:29])[C:24]([CH:48]4[CH2:49][CH2:50]4)=[CH:23][C:17]=3[C:18]=2[C:19](=[O:20])[NH:21][CH3:22])=[CH:10][CH:9]=1. The catalyst class is: 20. Reactant: I([O-])(=O)(=O)=O.[Na+].[Cl:7][C:8]1[CH:13]=[CH:12][C:11]([C:14]2[O:15][C:16]3[CH:26]=[C:25]([N:27]([C:32]4[CH:37]=[CH:36][C:35]([B:38]5[O:42]C(C)(C)C(C)(C)[O:39]5)=[C:34]([F:47])[CH:33]=4)[S:28]([CH3:31])(=[O:30])=[O:29])[C:24]([CH:48]4[CH2:50][CH2:49]4)=[CH:23][C:17]=3[C:18]=2[C:19]([NH:21][CH3:22])=[O:20])=[CH:10][CH:9]=1.Cl.CCOC(C)=O. (2) Reactant: [CH3:1][C:2]([CH3:18])=[CH:3][CH2:4][C:5]1[C:15](=[O:16])[C:14]2[CH:13]=[CH:12][CH:11]=[CH:10][C:9]=2[C:7](=[O:8])[C:6]=1[OH:17].S(=O)(=O)(O)O. Product: [CH3:1][C:2]1([CH3:18])[O:16][C:15]2[C:14]3[CH:13]=[CH:12][CH:11]=[CH:10][C:9]=3[C:7]([C:6](=[O:17])[C:5]=2[CH2:4][CH2:3]1)=[O:8]. The catalyst class is: 2. (3) Reactant: [CH3:1][O:2][C:3]1[CH:4]=[C:5]([N:12]2[CH2:17][CH2:16][N:15](C(OC(C)(C)C)=O)[CH2:14][CH2:13]2)[CH:6]=[CH:7][C:8]=1[N+:9]([O-:11])=[O:10].C(O)(C(F)(F)F)=O. Product: [CH3:1][O:2][C:3]1[CH:4]=[C:5]([N:12]2[CH2:17][CH2:16][NH:15][CH2:14][CH2:13]2)[CH:6]=[CH:7][C:8]=1[N+:9]([O-:11])=[O:10]. The catalyst class is: 2. (4) Reactant: [CH3:1][S:2][C:3](=[NH:8])[NH:4][N+:5]([O-:7])=[O:6].[C:9]([O-])([O-])=O.[Cs+].[Cs+].CI. Product: [N+:5]([NH:4][C:3]([S:2][CH3:1])=[N:8][CH3:9])([O-:7])=[O:6]. The catalyst class is: 303. (5) Reactant: [Br:1][C:2]1[CH:17]=[CH:16][C:5]([O:6][CH2:7][C:8]2[CH:13]=[C:12](Cl)[N:11]=[C:10]([NH2:15])[N:9]=2)=[CH:4][CH:3]=1.[CH2:18]1[C:22]2([CH2:27][CH2:26][NH:25][CH2:24][CH2:23]2)[CH2:21][C@@H:20]([C:28]([O:30][CH2:31][CH3:32])=[O:29])[N:19]1[C:33]([O:35][CH2:36][C:37]1[CH:42]=[CH:41][CH:40]=[CH:39][CH:38]=1)=[O:34].C([O-])(O)=O.[Na+]. Product: [NH2:15][C:10]1[N:11]=[C:12]([N:25]2[CH2:24][CH2:23][C:22]3([CH2:18][N:19]([C:33]([O:35][CH2:36][C:37]4[CH:38]=[CH:39][CH:40]=[CH:41][CH:42]=4)=[O:34])[C@H:20]([C:28]([O:30][CH2:31][CH3:32])=[O:29])[CH2:21]3)[CH2:27][CH2:26]2)[CH:13]=[C:8]([CH2:7][O:6][C:5]2[CH:16]=[CH:17][C:2]([Br:1])=[CH:3][CH:4]=2)[N:9]=1. The catalyst class is: 12. (6) Reactant: [C:1]([O:5][C:6]([N:8]1[C@H:13]([C:14](O)=[O:15])[CH2:12][C@:11]2([CH2:17][O:18][CH:19]3[CH2:24][CH2:23][CH2:22][CH2:21][O:20]3)[C@H:9]1[CH2:10]2)=[O:7])([CH3:4])([CH3:3])[CH3:2].ClC(N(C)C)=C(C)C.[F:33][C:34]1[C:40]([O:41][C:42]([F:45])([F:44])[F:43])=[CH:39][CH:38]=[CH:37][C:35]=1[NH2:36].CCN(C(C)C)C(C)C. Product: [C:1]([O:5][C:6]([N:8]1[C@H:13]([C:14](=[O:15])[NH:36][C:35]2[CH:37]=[CH:38][CH:39]=[C:40]([O:41][C:42]([F:43])([F:44])[F:45])[C:34]=2[F:33])[CH2:12][C@:11]2([CH2:17][O:18][CH:19]3[CH2:24][CH2:23][CH2:22][CH2:21][O:20]3)[C@H:9]1[CH2:10]2)=[O:7])([CH3:3])([CH3:2])[CH3:4]. The catalyst class is: 34. (7) Reactant: [Cl:1][C:2]1[CH:7]=[CH:6][C:5]([OH:8])=[CH:4][C:3]=1[F:9].[C:10](Cl)(=[O:12])[CH3:11].[N+](C1C=CC=CC=1)([O-])=O.[Cl-].[Cl-].[Cl-].[Al+3].Cl. Product: [Cl:1][C:2]1[C:3]([F:9])=[CH:4][C:5]([OH:8])=[C:6]([C:10](=[O:12])[CH3:11])[CH:7]=1. The catalyst class is: 13. (8) Reactant: [CH2:1]([O:3][C:4]([NH:6][NH2:7])=[O:5])[CH3:2].C(N(CC)CC)C.[CH3:15][C:16]1[CH:21]=[C:20]([CH3:22])[CH:19]=[C:18]([CH3:23])[C:17]=1[CH2:24][C:25](Cl)=[O:26]. Product: [CH2:1]([O:3][C:4]([NH:6][NH:7][C:25](=[O:26])[CH2:24][C:17]1[C:16]([CH3:15])=[CH:21][C:20]([CH3:22])=[CH:19][C:18]=1[CH3:23])=[O:5])[CH3:2]. The catalyst class is: 7. (9) Reactant: [C:1]([C:4]1[S:8][C:7]([N:9]2[CH2:13][C:12]3[CH2:14][N:15]([C:17]([O:19][C:20]([CH3:23])([CH3:22])[CH3:21])=[O:18])[CH2:16][C:11]=3[CH2:10]2)=[N:6][CH:5]=1)(O)=[O:2].[CH2:24]([NH2:29])[CH2:25][CH:26]([CH3:28])[CH3:27].C(N(CC)CC)C.CN(C(ON1N=NC2C=CC=NC1=2)=[N+](C)C)C.F[P-](F)(F)(F)(F)F. Product: [CH3:27][CH:26]([CH3:28])[CH2:25][CH2:24][NH:29][C:1]([C:4]1[S:8][C:7]([N:9]2[CH2:10][C:11]3[CH2:16][N:15]([C:17]([O:19][C:20]([CH3:22])([CH3:23])[CH3:21])=[O:18])[CH2:14][C:12]=3[CH2:13]2)=[N:6][CH:5]=1)=[O:2]. The catalyst class is: 3. (10) Reactant: Cl.[Cl:2][C:3]1[N:4]([C:12]2[CH:22]=[CH:21][C:15]([O:16][CH2:17][CH2:18][NH:19][CH3:20])=[CH:14][CH:13]=2)[N:5]=[C:6]2[C:11]=1[CH:10]=[CH:9][CH:8]=[CH:7]2.[C:23]([O:27][CH3:28])(=[O:26])[CH:24]=[CH2:25]. Product: [CH3:28][O:27][C:23](=[O:26])[CH2:24][CH2:25][N:19]([CH2:18][CH2:17][O:16][C:15]1[CH:21]=[CH:22][C:12]([N:4]2[C:3]([Cl:2])=[C:11]3[C:6]([CH:7]=[CH:8][CH:9]=[CH:10]3)=[N:5]2)=[CH:13][CH:14]=1)[CH3:20]. The catalyst class is: 2.